The task is: Predict the reaction yield, written as a fraction of the theoretical maximum amount of product (1.0 means a 100% yield; for example, 0.34 means a 34% yield).. This data is from Reaction yield outcomes from USPTO patents with 853,638 reactions. The reactants are C(OC(=O)C)(=O)C.[CH3:8][O:9][C:10]1[CH:11]=[C:12]([C:19]([OH:21])=[O:20])[C:13](=[CH:17][CH:18]=1)[C:14]([OH:16])=O. The catalyst is O1CCCC1. The product is [CH3:8][O:9][C:10]1[CH:11]=[C:12]2[C:19](=[O:20])[O:21][C:14](=[O:16])[C:13]2=[CH:17][CH:18]=1. The yield is 0.990.